This data is from HIV replication inhibition screening data with 41,000+ compounds from the AIDS Antiviral Screen. The task is: Binary Classification. Given a drug SMILES string, predict its activity (active/inactive) in a high-throughput screening assay against a specified biological target. (1) The result is 0 (inactive). The drug is COc1c2c(c(Cl)c3ccc(=O)oc13)CCO2. (2) The molecule is N=C(N)NS(=O)(=O)c1ccc(NNc2c3ccccc3nc3c(C(=O)Nc4ccc(S(=O)(=O)Nc5ncccn5)cc4)cccc23)cc1. The result is 0 (inactive). (3) The compound is CC(=O)OC1COC(n2c(N)c(C#N)c(C)c(C#N)c2=S)C(OC(C)=O)C1OC(C)=O. The result is 0 (inactive). (4) The result is 0 (inactive). The drug is COC(=O)C(C(=O)C(=O)Nc1c(C)cccc1C)c1cnc2ccccc2n1. (5) The compound is CCOC(=O)c1c(SC(=O)c2cc(OC)c(OC)c(OC)c2)n(-c2ccccc2)c(=S)n(-c2ccccc2)c1=O. The result is 0 (inactive). (6) The molecule is CCOC=NC1=C(C#N)C(c2ccc(OC)c(OC)c2)c2c(-c3ccccc3)nn(-c3ccccc3)c2O1. The result is 0 (inactive). (7) The compound is CC12CC3C(CC1SCC(=O)O2)C3(C)C. The result is 0 (inactive). (8) The molecule is CC(C)=CCCC(C)C1=C(O)C(=O)C(C)=C(Nc2ccccc2F)C1=O. The result is 0 (inactive).